Dataset: Full USPTO retrosynthesis dataset with 1.9M reactions from patents (1976-2016). Task: Predict the reactants needed to synthesize the given product. (1) The reactants are: [C:1]1([C:7]2[O:11][N:10]=[C:9]([C:12]([NH:14][CH2:15][C:16]([OH:18])=O)=[O:13])[CH:8]=2)[CH:6]=[CH:5][CH:4]=[CH:3][CH:2]=1.CCN(C(C)C)C(C)C.C1C=CC2N(O)N=NC=2C=1.CCN=C=NCCCN(C)C.Cl.Cl.Cl.[NH:52]1[CH2:57][CH2:56][CH:55]([NH:58][C:59]2[CH:64]=[CH:63][CH:62]=[CH:61][C:60]=2[Cl:65])[CH2:54][CH2:53]1. Given the product [Cl:65][C:60]1[CH:61]=[CH:62][CH:63]=[CH:64][C:59]=1[NH:58][CH:55]1[CH2:56][CH2:57][N:52]([C:16](=[O:18])[CH2:15][NH:14][C:12]([C:9]2[CH:8]=[C:7]([C:1]3[CH:2]=[CH:3][CH:4]=[CH:5][CH:6]=3)[O:11][N:10]=2)=[O:13])[CH2:53][CH2:54]1, predict the reactants needed to synthesize it. (2) Given the product [F:9][C:10]1[CH:15]=[CH:14][C:13]([C:16]2[C:17]3[C:28]([C:29]#[N:30])=[CH:27][NH:26][C:18]=3[N:19]=[C:20]([O:5][CH3:2])[N:21]=2)=[C:12]([CH3:39])[CH:11]=1, predict the reactants needed to synthesize it. The reactants are: C[C:2]([O-:5])(C)C.[K+].CO.[F:9][C:10]1[CH:15]=[CH:14][C:13]([C:16]2[C:17]3[C:28]([C:29]#[N:30])=[CH:27][N:26](COCC[Si](C)(C)C)[C:18]=3[N:19]=[C:20](S(C)(=O)=O)[N:21]=2)=[C:12]([CH3:39])[CH:11]=1.[F-].C([N+](CCCC)(CCCC)CCCC)CCC. (3) Given the product [ClH:1].[NH:2]1[C:6]2[CH:7]=[CH:8][C:9]([C:11]3[NH:12][C:13]4[N:14]([N:18]=[CH:19][C:20]=4[C:21](=[NH:22])[O:17][CH2:15][C:16]#[CH:11])[C:15](=[O:17])[CH:16]=3)=[CH:10][C:5]=2[N:4]=[N:3]1, predict the reactants needed to synthesize it. The reactants are: [ClH:1].[NH:2]1[C:6]2[CH:7]=[CH:8][C:9]([C:11]3[NH:12][C:13]4[N:14]([N:18]=[CH:19][C:20]=4[C:21]#[N:22])[C:15](=[O:17])[CH:16]=3)=[CH:10][C:5]=2[N:4]=[N:3]1. (4) Given the product [Br:1][C:2]1[CH:7]=[CH:6][C:5]([CH:8]([CH2:20][CH2:21][CH3:22])[CH2:9]/[C:10](/[C:12]2[CH:13]=[CH:14][C:15](=[O:19])[N:16]([CH3:18])[CH:17]=2)=[N:24]\[OH:25])=[CH:4][CH:3]=1, predict the reactants needed to synthesize it. The reactants are: [Br:1][C:2]1[CH:7]=[CH:6][C:5]([CH:8]([CH2:20][CH2:21][CH3:22])[CH2:9][C:10]([C:12]2[CH:13]=[CH:14][C:15](=[O:19])[N:16]([CH3:18])[CH:17]=2)=O)=[CH:4][CH:3]=1.Cl.[NH2:24][OH:25].C([O-])(O)=O.[Na+]. (5) Given the product [Cl:1][C:2]1[C:3]([CH2:28][CH2:29][C:30]2[CH:35]=[CH:34][C:33]([O:36][CH2:37][CH2:38][CH2:39][C:40]([F:43])([F:41])[F:42])=[CH:32][C:31]=2[CH3:44])=[C:4]([C:8]2[N:13]=[C:12]([N:14]3[C:18]([C:19]([F:22])([F:21])[F:20])=[C:17]([C:23]([OH:25])=[O:24])[CH:16]=[N:15]3)[CH:11]=[CH:10][CH:9]=2)[CH:5]=[CH:6][CH:7]=1, predict the reactants needed to synthesize it. The reactants are: [Cl:1][C:2]1[C:3]([CH2:28][CH2:29][C:30]2[CH:35]=[CH:34][C:33]([O:36][CH2:37][CH2:38][CH2:39][C:40]([F:43])([F:42])[F:41])=[CH:32][C:31]=2[CH3:44])=[C:4]([C:8]2[N:13]=[C:12]([N:14]3[C:18]([C:19]([F:22])([F:21])[F:20])=[C:17]([C:23]([O:25]CC)=[O:24])[CH:16]=[N:15]3)[CH:11]=[CH:10][CH:9]=2)[CH:5]=[CH:6][CH:7]=1.[OH-].[Na+]. (6) Given the product [C:1]([O:5][C:6]([N:8]([O:26][C:27]([O:29][C:30]([CH3:32])([CH3:31])[CH3:33])=[O:28])[C:9]1([CH3:25])[C:13](=[O:14])[N:12]([CH3:15])[N:11]=[C:10]1[C:16]1[CH:17]=[CH:18][C:19]([C:20]([N:35]([CH3:36])[CH3:34])=[O:22])=[CH:23][CH:24]=1)=[O:7])([CH3:2])([CH3:4])[CH3:3], predict the reactants needed to synthesize it. The reactants are: [C:1]([O:5][C:6]([N:8]([O:26][C:27]([O:29][C:30]([CH3:33])([CH3:32])[CH3:31])=[O:28])[C:9]1([CH3:25])[C:13](=[O:14])[N:12]([CH3:15])[N:11]=[C:10]1[C:16]1[CH:24]=[CH:23][C:19]([C:20]([OH:22])=O)=[CH:18][CH:17]=1)=[O:7])([CH3:4])([CH3:3])[CH3:2].[CH3:34][NH:35][CH3:36]. (7) Given the product [Br:16][C:17]1[CH:18]=[CH:19][CH:20]=[C:21]2[C:30]=1[C:24]1([CH2:25][CH2:26][N:27]([C:11](=[O:13])[CH2:10][CH2:9][C:4]3[CH:5]=[CH:6][CH:7]=[CH:8][C:3]=3[C:2]([F:1])([F:15])[F:14])[CH2:28][CH2:29]1)[NH:23][C:22]2=[O:31], predict the reactants needed to synthesize it. The reactants are: [F:1][C:2]([F:15])([F:14])[C:3]1[CH:8]=[CH:7][CH:6]=[CH:5][C:4]=1[CH2:9][CH2:10][C:11]([OH:13])=O.[Br:16][C:17]1[CH:18]=[CH:19][CH:20]=[C:21]2[C:30]=1[C:24]1([CH2:29][CH2:28][NH:27][CH2:26][CH2:25]1)[NH:23][C:22]2=[O:31]. (8) Given the product [F:20][C:18]1[CH:17]=[N:16][CH:15]=[C:14]([C:5]2[CH:4]=[C:3]3[C:12](=[CH:10][CH:11]=2)[C:26](=[O:27])[O:29][CH2:2]3)[C:19]=1[CH:24]=[O:25], predict the reactants needed to synthesize it. The reactants are: [Li][CH2:2][CH2:3][CH2:4][CH3:5].C(N[CH:10]([CH3:12])[CH3:11])(C)C.Br[C:14]1[CH:15]=[N:16][CH:17]=[C:18]([F:20])[CH:19]=1.CN([CH:24]=[O:25])C.[C:26]([O-:29])(O)=[O:27].[Na+]. (9) Given the product [C:13]([O:12][C:10](=[O:11])[CH2:9][C@H:8]([NH:17][C:18]([C@@H:20]1[CH2:25][CH2:24][CH2:23][N:22]([C:26](=[O:42])[CH2:27][CH2:28][CH:29]2[CH2:34][CH2:33][N:32]([C:35]([O:37][C:38]([CH3:41])([CH3:39])[CH3:40])=[O:36])[CH2:31][CH2:30]2)[CH2:21]1)=[O:19])[C:4]1[CH:5]=[N:6][CH:7]=[C:2]([C:44]#[C:43][C:45]2[CH:50]=[CH:49][CH:48]=[C:47]([OH:51])[CH:46]=2)[CH:3]=1)([CH3:16])([CH3:14])[CH3:15], predict the reactants needed to synthesize it. The reactants are: Br[C:2]1[CH:3]=[C:4]([C@@H:8]([NH:17][C:18]([C@@H:20]2[CH2:25][CH2:24][CH2:23][N:22]([C:26](=[O:42])[CH2:27][CH2:28][CH:29]3[CH2:34][CH2:33][N:32]([C:35]([O:37][C:38]([CH3:41])([CH3:40])[CH3:39])=[O:36])[CH2:31][CH2:30]3)[CH2:21]2)=[O:19])[CH2:9][C:10]([O:12][C:13]([CH3:16])([CH3:15])[CH3:14])=[O:11])[CH:5]=[N:6][CH:7]=1.[C:43]([C:45]1[CH:46]=[C:47]([OH:51])[CH:48]=[CH:49][CH:50]=1)#[CH:44].